Dataset: NCI-60 drug combinations with 297,098 pairs across 59 cell lines. Task: Regression. Given two drug SMILES strings and cell line genomic features, predict the synergy score measuring deviation from expected non-interaction effect. (1) Drug 1: CCC1(CC2CC(C3=C(CCN(C2)C1)C4=CC=CC=C4N3)(C5=C(C=C6C(=C5)C78CCN9C7C(C=CC9)(C(C(C8N6C)(C(=O)OC)O)OC(=O)C)CC)OC)C(=O)OC)O.OS(=O)(=O)O. Drug 2: C1C(C(OC1N2C=NC3=C2NC=NCC3O)CO)O. Cell line: OVCAR-5. Synergy scores: CSS=3.75, Synergy_ZIP=-2.64, Synergy_Bliss=-4.29, Synergy_Loewe=1.28, Synergy_HSA=-3.20. (2) Drug 1: CC1=CC=C(C=C1)C2=CC(=NN2C3=CC=C(C=C3)S(=O)(=O)N)C(F)(F)F. Drug 2: C1=CN(C=N1)CC(O)(P(=O)(O)O)P(=O)(O)O. Cell line: UO-31. Synergy scores: CSS=-0.980, Synergy_ZIP=0.482, Synergy_Bliss=-0.00328, Synergy_Loewe=-2.58, Synergy_HSA=-2.17. (3) Drug 1: COC1=C2C(=CC3=C1OC=C3)C=CC(=O)O2. Drug 2: CC1CCCC2(C(O2)CC(NC(=O)CC(C(C(=O)C(C1O)C)(C)C)O)C(=CC3=CSC(=N3)C)C)C. Cell line: CCRF-CEM. Synergy scores: CSS=63.1, Synergy_ZIP=2.17, Synergy_Bliss=1.45, Synergy_Loewe=-33.0, Synergy_HSA=-0.263. (4) Drug 1: CC1CC2C3CCC4=CC(=O)C=CC4(C3(C(CC2(C1(C(=O)CO)O)C)O)F)C. Drug 2: CN1C(=O)N2C=NC(=C2N=N1)C(=O)N. Cell line: HT29. Synergy scores: CSS=-4.52, Synergy_ZIP=3.18, Synergy_Bliss=-2.32, Synergy_Loewe=-5.34, Synergy_HSA=-6.24. (5) Drug 1: CC12CCC3C(C1CCC2O)C(CC4=C3C=CC(=C4)O)CCCCCCCCCS(=O)CCCC(C(F)(F)F)(F)F. Drug 2: C(CC(=O)O)C(=O)CN.Cl. Cell line: NCI-H226. Synergy scores: CSS=7.11, Synergy_ZIP=-3.95, Synergy_Bliss=-0.829, Synergy_Loewe=-1.00, Synergy_HSA=-0.387. (6) Drug 1: CN(C)N=NC1=C(NC=N1)C(=O)N. Drug 2: CN(CCCl)CCCl.Cl. Cell line: NCI-H522. Synergy scores: CSS=15.7, Synergy_ZIP=-3.89, Synergy_Bliss=0.121, Synergy_Loewe=-10.5, Synergy_HSA=0.717. (7) Drug 1: CCCS(=O)(=O)NC1=C(C(=C(C=C1)F)C(=O)C2=CNC3=C2C=C(C=N3)C4=CC=C(C=C4)Cl)F. Drug 2: CC(C1=C(C=CC(=C1Cl)F)Cl)OC2=C(N=CC(=C2)C3=CN(N=C3)C4CCNCC4)N. Cell line: ACHN. Synergy scores: CSS=23.1, Synergy_ZIP=-2.57, Synergy_Bliss=3.46, Synergy_Loewe=1.74, Synergy_HSA=2.79. (8) Drug 1: C1=C(C(=O)NC(=O)N1)F. Drug 2: C1CC(C1)(C(=O)O)C(=O)O.[NH2-].[NH2-].[Pt+2]. Cell line: SNB-75. Synergy scores: CSS=22.4, Synergy_ZIP=-8.64, Synergy_Bliss=-3.65, Synergy_Loewe=-1.57, Synergy_HSA=-0.368. (9) Drug 1: CC1C(C(CC(O1)OC2CC(CC3=C2C(=C4C(=C3O)C(=O)C5=C(C4=O)C(=CC=C5)OC)O)(C(=O)C)O)N)O.Cl. Drug 2: C1CN(CCN1C(=O)CCBr)C(=O)CCBr. Cell line: BT-549. Synergy scores: CSS=25.5, Synergy_ZIP=4.16, Synergy_Bliss=7.69, Synergy_Loewe=4.37, Synergy_HSA=8.50.